This data is from Experimentally validated miRNA-target interactions with 360,000+ pairs, plus equal number of negative samples. The task is: Binary Classification. Given a miRNA mature sequence and a target amino acid sequence, predict their likelihood of interaction. The miRNA is hsa-miR-4649-3p with sequence UCUGAGGCCUGCCUCUCCCCA. The protein sequence of the target gene is MAAAFRKAAKSRQREHRERSQPGFRKHLGLLEKKKDYKLRADDYRKKQEYLKALRKKALEKNPDEFYYKMTRVKLQDGVHIIKETKEEVTPEQLKLMRTQDVKYIEMKRVAEAKKIERLKSELHLLDFQGKQQNKHVFFFDTKKEVEQFDVATHLQTAPELVDRVFNRPRIETLQKEKVKGVTNQTGLKRIAKERQKQYNCLTQRIEREKKLFVIAQKIQTRKDLMDKTQKVKVKKETVNSPAIYKFQSRRKR. Result: 1 (interaction).